Dataset: Retrosynthesis with 50K atom-mapped reactions and 10 reaction types from USPTO. Task: Predict the reactants needed to synthesize the given product. (1) Given the product CN1CCNCC1=O, predict the reactants needed to synthesize it. The reactants are: CN1CCN(C(=O)OC(C)(C)C)CC1=O. (2) Given the product CCOC(=O)N1c2ccccc2N(C(C(=O)OC)c2cc(C(F)(F)F)cc(C(F)(F)F)c2)CC1CC, predict the reactants needed to synthesize it. The reactants are: CCC1CN(C(C(=O)OC)c2cc(C(F)(F)F)cc(C(F)(F)F)c2)c2ccccc2N1.CCOC(=O)Cl. (3) Given the product C#Cc1ccc2c(c1)N(c1ncnc3cc(OC)c(OC)cc13)CC2, predict the reactants needed to synthesize it. The reactants are: COc1cc2ncnc(N3CCc4ccc(C#C[Si](C)(C)C)cc43)c2cc1OC. (4) Given the product CN(C(=O)Cc1ccc(CNS(C)(=O)=O)cc1)[C@H](CN1CC[C@H](O)C1)c1ccccc1, predict the reactants needed to synthesize it. The reactants are: CN[C@H](CN1CC[C@H](O)C1)c1ccccc1.CS(=O)(=O)NCc1ccc(CC(=O)O)cc1. (5) Given the product CC(C(=O)N1C[C@@H]2C(=O)CCC(c3ccccc3)(c3ccccc3)[C@@H]2C1)c1ccccc1N(C)C, predict the reactants needed to synthesize it. The reactants are: CC(C(=O)O)c1ccccc1N(C)C.O=C1CCC(c2ccccc2)(c2ccccc2)[C@@H]2CNC[C@H]12.